This data is from Catalyst prediction with 721,799 reactions and 888 catalyst types from USPTO. The task is: Predict which catalyst facilitates the given reaction. (1) Reactant: [C:1]([C:3]1[CH:4]=[CH:5][C:6]([O:26][CH3:27])=[C:7]([S:9]([NH:12][CH2:13][CH2:14][C:15]2[CH:25]=[CH:24][C:18]([C:19]([O:21]CC)=[O:20])=[CH:17][CH:16]=2)(=[O:11])=[O:10])[CH:8]=1)#[N:2].[OH-].[Na+]. Product: [C:1]([C:3]1[CH:4]=[CH:5][C:6]([O:26][CH3:27])=[C:7]([S:9]([NH:12][CH2:13][CH2:14][C:15]2[CH:25]=[CH:24][C:18]([C:19]([OH:21])=[O:20])=[CH:17][CH:16]=2)(=[O:11])=[O:10])[CH:8]=1)#[N:2]. The catalyst class is: 8. (2) Reactant: [CH3:1][C:2]1[CH:11]=[CH:10][CH:9]=[C:8]2[C:3]=1[CH:4]=[CH:5][CH:6]=[C:7]2[O:12][C:13]1[CH:20]=[CH:19][C:16]([C:17]#[N:18])=[CH:15][N:14]=1.[Br:21]N1C(=O)CCC1=O.C(OOC(=O)C1C=CC=CC=1)(=O)C1C=CC=CC=1. Product: [Br:21][CH2:1][C:2]1[CH:11]=[CH:10][CH:9]=[C:8]2[C:3]=1[CH:4]=[CH:5][CH:6]=[C:7]2[O:12][C:13]1[CH:20]=[CH:19][C:16]([C:17]#[N:18])=[CH:15][N:14]=1. The catalyst class is: 53. (3) Reactant: [Br:1][C:2]1[CH:3]=[C:4]2[C:10]([C:11]3[CH:18]=[CH:17][C:14]([CH2:15][NH2:16])=[CH:13][CH:12]=3)=[CH:9][N:8]([S:19]([C:22]3[CH:27]=[CH:26][C:25]([CH3:28])=[CH:24][CH:23]=3)(=[O:21])=[O:20])[C:5]2=[N:6][CH:7]=1.C(N(CC)CC)C.[C:36](OC(=O)C)(=[O:38])[CH3:37].CCOC(C)=O. Product: [Br:1][C:2]1[CH:3]=[C:4]2[C:10]([C:11]3[CH:12]=[CH:13][C:14]([CH2:15][NH:16][C:36](=[O:38])[CH3:37])=[CH:17][CH:18]=3)=[CH:9][N:8]([S:19]([C:22]3[CH:27]=[CH:26][C:25]([CH3:28])=[CH:24][CH:23]=3)(=[O:20])=[O:21])[C:5]2=[N:6][CH:7]=1. The catalyst class is: 2.